From a dataset of Forward reaction prediction with 1.9M reactions from USPTO patents (1976-2016). Predict the product of the given reaction. (1) Given the reactants C([BH3-])#N.[Na+].[Cl:5][C:6]1[CH:11]=[CH:10][CH:9]=[CH:8][C:7]=1[CH2:12][C:13](=O)[CH3:14].[F:16][C:17]([F:35])([F:34])[C:18]1[CH:23]=[CH:22][C:21]([NH:24][C:25]([N:27]2[CH2:32][CH:31]3[CH2:33][CH:28]2[CH2:29][NH:30]3)=[O:26])=[CH:20][CH:19]=1.C(O)(=O)C, predict the reaction product. The product is: [F:35][C:17]([F:16])([F:34])[C:18]1[CH:19]=[CH:20][C:21]([NH:24][C:25]([N:27]2[CH2:32][CH:31]3[CH2:33][CH:28]2[CH2:29][N:30]3[CH:13]([CH3:14])[CH2:12][C:7]2[CH:8]=[CH:9][CH:10]=[CH:11][C:6]=2[Cl:5])=[O:26])=[CH:22][CH:23]=1. (2) Given the reactants [Cl:1][C:2]1[CH:7]=[CH:6][C:5]([C:8]2[O:9][C:10]([CH3:23])=[C:11]([CH2:13][N:14]3[CH2:19][CH2:18][CH:17]([C:20](O)=[O:21])[CH2:16][CH2:15]3)[N:12]=2)=[CH:4][CH:3]=1.[N:24]1([CH2:31][CH2:32][CH2:33][NH2:34])[CH2:30][CH2:29][CH2:28][CH2:27][CH2:26][CH2:25]1.CCN(C(C)C)C(C)C.C(Cl)CCl, predict the reaction product. The product is: [N:24]1([CH2:31][CH2:32][CH2:33][NH:34][C:20]([CH:17]2[CH2:16][CH2:15][N:14]([CH2:13][C:11]3[N:12]=[C:8]([C:5]4[CH:4]=[CH:3][C:2]([Cl:1])=[CH:7][CH:6]=4)[O:9][C:10]=3[CH3:23])[CH2:19][CH2:18]2)=[O:21])[CH2:30][CH2:29][CH2:28][CH2:27][CH2:26][CH2:25]1.